This data is from Forward reaction prediction with 1.9M reactions from USPTO patents (1976-2016). The task is: Predict the product of the given reaction. Given the reactants [CH3:1][C@@H:2]1[C:11]2[N:10]=[C:9]([N:12]3[CH2:17][CH2:16][O:15][CH2:14][CH2:13]3)[CH:8]=[CH:7][C:6]=2[CH2:5][N:4](C(OC(C)(C)C)=O)[CH2:3]1.C(OCC)(=O)C.[ClH:31], predict the reaction product. The product is: [ClH:31].[CH3:1][C@@H:2]1[C:11]2[N:10]=[C:9]([N:12]3[CH2:17][CH2:16][O:15][CH2:14][CH2:13]3)[CH:8]=[CH:7][C:6]=2[CH2:5][NH:4][CH2:3]1.